From a dataset of Forward reaction prediction with 1.9M reactions from USPTO patents (1976-2016). Predict the product of the given reaction. (1) Given the reactants [C:1]([O:5][C:6]([N:8]1[CH2:12][C@@H:11]([CH2:13][N:14]([CH:31]([CH3:33])[CH3:32])[C:15](=[O:30])[C:16]2[CH:21]=[CH:20][C:19]([O:22][CH3:23])=[C:18]([O:24][CH2:25][CH2:26][CH2:27][O:28][CH3:29])[CH:17]=2)[C@H:10]([CH2:34][N:35]([CH:47]2[CH2:49][CH2:48]2)[C:36]([O:38][CH2:39][C:40]([C:43]([O:45]C)=[O:44])([CH3:42])[CH3:41])=[O:37])[CH2:9]1)=[O:7])([CH3:4])([CH3:3])[CH3:2].C1COCC1, predict the reaction product. The product is: [C:1]([O:5][C:6]([N:8]1[CH2:12][C@@H:11]([CH2:13][N:14]([CH:31]([CH3:32])[CH3:33])[C:15](=[O:30])[C:16]2[CH:21]=[CH:20][C:19]([O:22][CH3:23])=[C:18]([O:24][CH2:25][CH2:26][CH2:27][O:28][CH3:29])[CH:17]=2)[C@H:10]([CH2:34][N:35]([C:36]([O:38][CH2:39][C:40]([C:43]([OH:45])=[O:44])([CH3:42])[CH3:41])=[O:37])[CH:47]2[CH2:48][CH2:49]2)[CH2:9]1)=[O:7])([CH3:2])([CH3:4])[CH3:3]. (2) Given the reactants [H-].[Na+].[CH3:3][N:4]([CH3:8])[CH2:5][CH2:6][OH:7].[NH2:9][C:10]1[CH:15]=[CH:14][N:13]=[C:12](Cl)[CH:11]=1, predict the reaction product. The product is: [CH3:3][N:4]([CH3:8])[CH2:5][CH2:6][O:7][C:12]1[CH:11]=[C:10]([NH2:9])[CH:15]=[CH:14][N:13]=1. (3) Given the reactants [CH:1]12[CH2:7][CH:4]([CH2:5][CH2:6]1)[CH2:3][CH:2]2[C:8]1[NH:12][C:11]2[C:13]([O:34]C)=[CH:14][CH:15]=[C:16]([C:17]([NH:19][CH:20]3[CH2:25][CH2:24][CH2:23][CH:22]([NH:26]C(=O)OC(C)(C)C)[CH2:21]3)=[O:18])[C:10]=2[N:9]=1.B(Br)(Br)Br, predict the reaction product. The product is: [NH2:26][CH:22]1[CH2:23][CH2:24][CH2:25][CH:20]([NH:19][C:17]([C:16]2[C:10]3[N:9]=[C:8]([CH:2]4[CH2:3][CH:4]5[CH2:7][CH:1]4[CH2:6][CH2:5]5)[NH:12][C:11]=3[C:13]([OH:34])=[CH:14][CH:15]=2)=[O:18])[CH2:21]1. (4) The product is: [CH:38]1([N:36]([CH3:37])[CH2:35]/[CH:34]=[CH:33]/[C:32]([N:29]2[CH2:30][CH2:31][C@@H:27]([N:8]3[C:4]4[N:5]=[CH:6][N:7]=[C:2]([NH2:1])[C:3]=4[C:10]([C:11]4[CH:12]=[CH:13][C:14]([O:17][C:18]5[CH:23]=[CH:22][CH:21]=[CH:20][CH:19]=5)=[CH:15][CH:16]=4)=[C:9]3[NH2:24])[CH2:28]2)=[O:41])[CH2:40][CH2:39]1. Given the reactants [NH2:1][C:2]1[C:3]2[C:10]([C:11]3[CH:16]=[CH:15][C:14]([O:17][C:18]4[CH:23]=[CH:22][CH:21]=[CH:20][CH:19]=4)=[CH:13][CH:12]=3)=[C:9]([N+:24]([O-])=O)[N:8]([C@@H:27]3[CH2:31][CH2:30][N:29]([C:32](=[O:41])/[CH:33]=[CH:34]/[CH2:35][N:36]([CH:38]4[CH2:40][CH2:39]4)[CH3:37])[CH2:28]3)[C:4]=2[N:5]=[CH:6][N:7]=1.[NH4+].[Cl-].C(#N)C, predict the reaction product. (5) Given the reactants [CH3:1][O:2][C:3]1[CH:8]=[C:7]([O:9][CH3:10])[N:6]=[C:5]([N:11]2[C:20](=[O:21])[C:19]3[C:14](=[CH:15][C:16]([C:22](O)=[O:23])=[CH:17][CH:18]=3)[NH:13][C:12]2=[S:25])[N:4]=1.[NH2:26][CH2:27][CH:28]1[CH2:33][CH2:32][N:31](C(OC(C)(C)C)=O)[CH2:30][CH2:29]1.C(Cl)CCl, predict the reaction product. The product is: [CH3:1][O:2][C:3]1[CH:8]=[C:7]([O:9][CH3:10])[N:6]=[C:5]([N:11]2[C:20](=[O:21])[C:19]3[C:14](=[CH:15][C:16]([C:22]([NH:26][CH2:27][CH:28]4[CH2:33][CH2:32][NH:31][CH2:30][CH2:29]4)=[O:23])=[CH:17][CH:18]=3)[NH:13][C:12]2=[S:25])[N:4]=1.